Dataset: Forward reaction prediction with 1.9M reactions from USPTO patents (1976-2016). Task: Predict the product of the given reaction. (1) Given the reactants [F:1][C:2]1[CH:7]=[C:6]([F:8])[CH:5]=[CH:4][C:3]=1[C:9]([O:22][Si](C)(C)C)([CH2:16][N:17]1[CH:21]=[N:20][CH:19]=[N:18]1)[CH2:10][N:11]1[CH:15]=[N:14][CH:13]=[N:12]1.CO.Cl, predict the reaction product. The product is: [OH2:22].[F:1][C:2]1[CH:7]=[C:6]([F:8])[CH:5]=[CH:4][C:3]=1[C:9]([OH:22])([CH2:16][N:17]1[CH:21]=[N:20][CH:19]=[N:18]1)[CH2:10][N:11]1[CH:15]=[N:14][CH:13]=[N:12]1. (2) Given the reactants [Cl:1][C:2]1[CH:3]=[C:4]2[C:9](=[CH:10][CH:11]=1)[NH:8][CH:7]([C:12]1[CH:13]=[C:14]([NH2:18])[CH:15]=[CH:16][CH:17]=1)[CH2:6][C:5]2([CH3:20])[CH3:19].[CH3:21][S:22](Cl)(=[O:24])=[O:23], predict the reaction product. The product is: [Cl:1][C:2]1[CH:3]=[C:4]2[C:9](=[CH:10][CH:11]=1)[NH:8][CH:7]([C:12]1[CH:13]=[C:14]([NH:18][S:22]([CH3:21])(=[O:24])=[O:23])[CH:15]=[CH:16][CH:17]=1)[CH2:6][C:5]2([CH3:20])[CH3:19]. (3) Given the reactants C(N(CC)CC)C.[CH3:8][O:9][C:10]([C:12]1[S:13][C:14](Br)=[CH:15][CH:16]=1)=[O:11].[CH2:18]([OH:22])[CH2:19][C:20]#[CH:21], predict the reaction product. The product is: [CH3:8][O:9][C:10]([C:12]1[S:13][C:14]([C:21]#[C:20][CH2:19][CH2:18][OH:22])=[CH:15][CH:16]=1)=[O:11]. (4) Given the reactants [NH2:1][C:2]1[N:7]=[C:6]([C:8]2[CH:13]=[CH:12][C:11]([Cl:14])=[C:10]([O:15][CH3:16])[C:9]=2[F:17])[N:5]=[C:4]([C:18]([OH:20])=[O:19])[C:3]=1[CH:21]=[CH2:22].Br[CH2:24][C:25]1[CH:30]=[CH:29][CH:28]=[CH:27][CH:26]=1.C(=O)([O-])[O-].[Li+].[Li+], predict the reaction product. The product is: [NH2:1][C:2]1[N:7]=[C:6]([C:8]2[CH:13]=[CH:12][C:11]([Cl:14])=[C:10]([O:15][CH3:16])[C:9]=2[F:17])[N:5]=[C:4]([C:18]([O:20][CH2:24][C:25]2[CH:30]=[CH:29][CH:28]=[CH:27][CH:26]=2)=[O:19])[C:3]=1[CH:21]=[CH2:22]. (5) Given the reactants [CH2:1]([O:3][C:4]1[N:8]([C:9]2[C:17]3[O:16][CH2:15][C@@H:14]([N:18](C(=O)C(F)(F)F)[C:19]4[CH:32]=[CH:31][C:22]5[C@H:23]([CH2:26][C:27]([O:29]C)=[O:28])[CH2:24][O:25][C:21]=5[CH:20]=4)[C:13]=3[CH:12]=[CH:11][CH:10]=2)[C:7]2[CH:39]=[C:40]([F:43])[CH:41]=[CH:42][C:6]=2[N:5]=1)[CH3:2].[OH-].[Na+].Cl, predict the reaction product. The product is: [CH2:1]([O:3][C:4]1[N:8]([C:9]2[C:17]3[O:16][CH2:15][C@@H:14]([NH:18][C:19]4[CH:32]=[CH:31][C:22]5[C@H:23]([CH2:26][C:27]([OH:29])=[O:28])[CH2:24][O:25][C:21]=5[CH:20]=4)[C:13]=3[CH:12]=[CH:11][CH:10]=2)[C:7]2[CH:39]=[C:40]([F:43])[CH:41]=[CH:42][C:6]=2[N:5]=1)[CH3:2]. (6) Given the reactants [OH:1][C@@H:2]([C@H:4]1[C:25](=[O:26])[N:6]2[C@@H:7]([C:12]([O:14][CH2:15][C:16]3[CH:21]=[CH:20][C:19]([N+:22]([O-:24])=[O:23])=[CH:18][CH:17]=3)=[O:13])[C:8](=O)[C@H:9]([CH3:10])[C@H:5]12)[CH3:3].[CH2:27]([S:29][C:30]1[N:31]=[CH:32][N:33]2[CH:37]=[C:36]([Sn](CCCC)(CCCC)CCCC)[S:35][C:34]=12)[CH3:28], predict the reaction product. The product is: [CH2:27]([S:29][C:30]1[N:31]=[CH:32][N:33]2[CH:37]=[C:36]([C:8]3[C@H:9]([CH3:10])[C@@H:5]4[C@@H:4]([C@H:2]([OH:1])[CH3:3])[C:25](=[O:26])[N:6]4[C:7]=3[C:12]([O:14][CH2:15][C:16]3[CH:21]=[CH:20][C:19]([N+:22]([O-:24])=[O:23])=[CH:18][CH:17]=3)=[O:13])[S:35][C:34]=12)[CH3:28].